Dataset: Full USPTO retrosynthesis dataset with 1.9M reactions from patents (1976-2016). Task: Predict the reactants needed to synthesize the given product. Given the product [OH:16][CH2:2][C:3]1[CH:11]=[CH:10][C:6]([C:7]([OH:9])=[O:8])=[CH:5][C:4]=1[N+:12]([O-:14])=[O:13], predict the reactants needed to synthesize it. The reactants are: Br[CH2:2][C:3]1[CH:11]=[CH:10][C:6]([C:7]([OH:9])=[O:8])=[CH:5][C:4]=1[N+:12]([O-:14])=[O:13].C([O-])(O)=[O:16].[Na+].C(Cl)(Cl)Cl.CO.CCOC(C)=O.